Dataset: Reaction yield outcomes from USPTO patents with 853,638 reactions. Task: Predict the reaction yield, written as a fraction of the theoretical maximum amount of product (1.0 means a 100% yield; for example, 0.34 means a 34% yield). The reactants are [C:1]([CH2:7][C:8]#[N:9])(=[O:6])[C:2]([CH3:5])([CH3:4])[CH3:3].[Br:10]N1C(=O)CCC1=O. The catalyst is C(Cl)(Cl)(Cl)Cl. The product is [Br:10][CH:7]([C:1](=[O:6])[C:2]([CH3:5])([CH3:4])[CH3:3])[C:8]#[N:9]. The yield is 0.879.